From a dataset of Forward reaction prediction with 1.9M reactions from USPTO patents (1976-2016). Predict the product of the given reaction. (1) Given the reactants [NH2:1]Cl.COC(C1[NH:8][CH:9]=CC=1)=O.[O:12]1[CH2:16][CH2:15][CH2:14][CH2:13]1.[CH3:17][C:18](C)([O-:20])C.[K+].CCOCC.[C:28]([N:36]=[C:37]=[S:38])(=[O:35])[C:29]1[CH:34]=[CH:33][CH:32]=[CH:31][CH:30]=1, predict the reaction product. The product is: [CH2:18]([O:20][C:16]([C:15]1[N:8]([NH:1][C:37]([NH:36][C:28](=[O:35])[C:29]2[CH:34]=[CH:33][CH:32]=[CH:31][CH:30]=2)=[S:38])[CH:9]=[CH:13][CH:14]=1)=[O:12])[CH3:17]. (2) Given the reactants [CH3:1][N:2]([CH3:8])[CH2:3][CH2:4][CH2:5][CH2:6][NH2:7].Cl[C:10]1[N:15]=[CH:14][C:13]([C:16]([NH:18][C:19]2[CH:24]=[C:23]([NH:25][C:26]([C:28]3[CH:33]=[CH:32][N:31]=[C:30]([N:34]4[CH2:39][CH2:38][O:37][CH2:36][CH2:35]4)[CH:29]=3)=[O:27])[CH:22]=[CH:21][C:20]=2[CH3:40])=[O:17])=[CH:12][CH:11]=1, predict the reaction product. The product is: [CH3:1][N:2]([CH3:8])[CH2:3][CH2:4][CH2:5][CH2:6][NH:7][C:10]1[N:15]=[CH:14][C:13]([C:16]([NH:18][C:19]2[CH:24]=[C:23]([NH:25][C:26]([C:28]3[CH:33]=[CH:32][N:31]=[C:30]([N:34]4[CH2:35][CH2:36][O:37][CH2:38][CH2:39]4)[CH:29]=3)=[O:27])[CH:22]=[CH:21][C:20]=2[CH3:40])=[O:17])=[CH:12][CH:11]=1.